The task is: Predict the reaction yield, written as a fraction of the theoretical maximum amount of product (1.0 means a 100% yield; for example, 0.34 means a 34% yield).. This data is from Reaction yield outcomes from USPTO patents with 853,638 reactions. (1) The reactants are [Cl:1][C:2]1[CH:15]=[C:14]([N+:16]([O-])=O)[CH:13]=[CH:12][C:3]=1[O:4][CH2:5][C:6]1[CH:11]=[CH:10][CH:9]=[CH:8][N:7]=1. The catalyst is C(O)(=O)C.CCOC(C)=O.[Fe]. The product is [Cl:1][C:2]1[CH:15]=[C:14]([NH2:16])[CH:13]=[CH:12][C:3]=1[O:4][CH2:5][C:6]1[CH:11]=[CH:10][CH:9]=[CH:8][N:7]=1. The yield is 0.520. (2) The reactants are [CH3:1][O:2][C:3]1[CH:4]=[C:5]2[C:10](=[CH:11][CH:12]=1)[C:9]([C:13]1[CH:14]=[CH:15][C:16]([O:19][CH2:20][CH2:21][N:22]3[CH2:26][CH2:25][CH2:24][CH2:23]3)=[N:17][CH:18]=1)=[C:8]([C:27]1[CH:32]=[CH:31][CH:30]=[CH:29][CH:28]=1)[CH2:7][CH2:6]2. The catalyst is C(O)(=O)C.[OH-].[OH-].[Pd+2]. The product is [CH3:1][O:2][C:3]1[CH:4]=[C:5]2[C:10](=[CH:11][CH:12]=1)[C@@H:9]([C:13]1[CH:14]=[CH:15][C:16]([O:19][CH2:20][CH2:21][N:22]3[CH2:23][CH2:24][CH2:25][CH2:26]3)=[N:17][CH:18]=1)[C@@H:8]([C:27]1[CH:32]=[CH:31][CH:30]=[CH:29][CH:28]=1)[CH2:7][CH2:6]2. The yield is 0.720. (3) The reactants are Cl[C:2]1[N:7]=[C:6]([NH:8][C:9]2[CH:18]=[CH:17][C:12]3[NH:13][C:14](=[O:16])[NH:15][C:11]=3[CH:10]=2)[C:5]([F:19])=[CH:4][N:3]=1.[CH3:20][N:21]1[CH2:26][CH2:25][N:24]([C:27]2[N:32]=[CH:31][C:30]([NH2:33])=[CH:29][CH:28]=2)[CH2:23][CH2:22]1.C(O)(C(F)(F)F)=O. The catalyst is CC(O)C. The product is [NH:13]1[C:12]2[CH:17]=[CH:18][C:9]([NH:8][C:6]3[C:5]([F:19])=[CH:4][N:3]=[C:2]([NH:33][C:30]4[CH:29]=[CH:28][C:27]([N:24]5[CH2:25][CH2:26][N:21]([CH3:20])[CH2:22][CH2:23]5)=[N:32][CH:31]=4)[N:7]=3)=[CH:10][C:11]=2[NH:15][C:14]1=[O:16]. The yield is 0.600. (4) The reactants are CC([O-])(C)C.[Na+].Cl[C:8]1[CH:14]=[CH:13][CH:12]=[CH:11][C:9]=1[NH2:10].Br[C:16]1[CH:21]=[C:20]([O:22][CH3:23])[CH:19]=[CH:18][C:17]=1[O:24][CH3:25]. The catalyst is C1(C)C=CC=CC=1.CC([O-])=O.CC([O-])=O.[Pd+2]. The product is [CH3:25][O:24][C:17]1[C:16]2[NH:10][C:9]3[C:8](=[CH:14][CH:13]=[CH:12][CH:11]=3)[C:21]=2[C:20]([O:22][CH3:23])=[CH:19][CH:18]=1. The yield is 0.550. (5) The reactants are Br[CH2:2][C:3]([O:5][C:6]([CH3:9])([CH3:8])[CH3:7])=[O:4].[CH2:10]([O:17][C:18]([NH:20][C:21]1[C:22](=[O:28])[NH:23][C:24]([CH3:27])=[CH:25][CH:26]=1)=[O:19])[C:11]1[CH:16]=[CH:15][CH:14]=[CH:13][CH:12]=1.C([O-])([O-])=O.[Cs+].[Cs+]. The catalyst is CN(C)C=O. The product is [CH2:10]([O:17][C:18]([NH:20][C:21]1[C:22](=[O:28])[N:23]([CH2:2][C:3]([O:5][C:6]([CH3:9])([CH3:8])[CH3:7])=[O:4])[C:24]([CH3:27])=[CH:25][CH:26]=1)=[O:19])[C:11]1[CH:12]=[CH:13][CH:14]=[CH:15][CH:16]=1. The yield is 0.560. (6) The reactants are [Si:1]([O:8][C:9]1[CH:14]=[CH:13][C:12]([C:15]2[N:16]=[C:17]([C:22]([C:24]3[CH:29]=[CH:28][CH:27]=[CH:26][CH:25]=3)=[CH2:23])[C:18]([NH2:21])=[N:19][CH:20]=2)=[CH:11][CH:10]=1)([C:4]([CH3:7])([CH3:6])[CH3:5])([CH3:3])[CH3:2].[Si:30]([O:37][C:38]1[CH:43]=[CH:42][C:41]([CH2:44][C:45](Cl)=[O:46])=[CH:40][CH:39]=1)([C:33]([CH3:36])([CH3:35])[CH3:34])([CH3:32])[CH3:31].O. The catalyst is CN(C)C1C=CN=CC=1.N1C=CC=CC=1. The product is [Si:30]([O:37][C:38]1[CH:39]=[CH:40][C:41]([CH2:44][C:45]([NH:21][C:18]2[C:17]([C:22]([C:24]3[CH:29]=[CH:28][CH:27]=[CH:26][CH:25]=3)=[CH2:23])=[N:16][C:15]([C:12]3[CH:11]=[CH:10][C:9]([O:8][Si:1]([C:4]([CH3:7])([CH3:5])[CH3:6])([CH3:2])[CH3:3])=[CH:14][CH:13]=3)=[CH:20][N:19]=2)=[O:46])=[CH:42][CH:43]=1)([C:33]([CH3:36])([CH3:35])[CH3:34])([CH3:32])[CH3:31]. The yield is 0.333. (7) The reactants are [O:1]1[C:9]2[C:4](=[N:5][CH:6]=[CH:7][CH:8]=2)[NH:3][C:2]1=[O:10].[Br:11]N1C(=O)CCC1=O. The catalyst is C(#N)C.C(O)(=O)C. The product is [Br:11][C:7]1[CH:8]=[C:9]2[O:1][C:2](=[O:10])[NH:3][C:4]2=[N:5][CH:6]=1. The yield is 0.550.